The task is: Predict the product of the given reaction.. This data is from Forward reaction prediction with 1.9M reactions from USPTO patents (1976-2016). (1) Given the reactants [C:1]([N:5]1[C:9]2[CH:10]=[CH:11][C:12]([C:14]3[C:15]([O:21]C)=[N:16][C:17]([NH2:20])=[N:18][CH:19]=3)=[CH:13][C:8]=2[N:7]=[C:6]1[C:23]1[CH:28]=[CH:27][CH:26]=[CH:25][C:24]=1[N:29]1[CH:33]=[N:32][CH:31]=[N:30]1)([CH3:4])([CH3:3])[CH3:2], predict the reaction product. The product is: [NH2:20][C:17]1[NH:16][C:15](=[O:21])[C:14]([C:12]2[CH:11]=[CH:10][C:9]3[N:5]([C:1]([CH3:2])([CH3:4])[CH3:3])[C:6]([C:23]4[CH:28]=[CH:27][CH:26]=[CH:25][C:24]=4[N:29]4[CH:33]=[N:32][CH:31]=[N:30]4)=[N:7][C:8]=3[CH:13]=2)=[CH:19][N:18]=1. (2) Given the reactants ClC1C=CN(C2C=NC=CC=2)N=1.Cl.Cl.[NH:15]([C:17]1[CH:18]=[N:19][CH:20]=[CH:21][CH:22]=1)[NH2:16].[C:23]([NH:26][C:27](=[CH2:32])[C:28](OC)=[O:29])(=[O:25])[CH3:24], predict the reaction product. The product is: [O:29]=[C:28]1[CH:27]([NH:26][C:23](=[O:25])[CH3:24])[CH2:32][N:15]([C:17]2[CH:18]=[N:19][CH:20]=[CH:21][CH:22]=2)[NH:16]1. (3) Given the reactants C1([C@@H]([N:9]2[CH2:18][CH2:17][C:12]3([O:16][CH2:15][CH2:14][O:13]3)[CH2:11][C@@H:10]2[CH2:19][OH:20])C)C=CC=CC=1, predict the reaction product. The product is: [O:13]1[C:12]2([CH2:17][CH2:18][NH:9][C@@H:10]([CH2:19][OH:20])[CH2:11]2)[O:16][CH2:15][CH2:14]1. (4) Given the reactants Cl[CH2:2][C:3]1[CH:8]=[CH:7][CH:6]=[CH:5][C:4]=1[CH2:9][C:10]([OH:12])=[O:11].[NH:13]1[CH2:18][CH2:17][O:16][CH2:15][CH2:14]1, predict the reaction product. The product is: [O:16]1[CH2:17][CH2:18][N:13]([CH2:2][C:3]2[CH:8]=[CH:7][CH:6]=[CH:5][C:4]=2[CH2:9][C:10]([OH:12])=[O:11])[CH2:14][CH2:15]1. (5) The product is: [OH:23][CH2:4][C:5]1([NH2:6])[CH2:3][CH2:2][CH2:8][CH2:7]1.[I:1][C:2]1[CH:8]=[CH:7][C:5]([N:6]=[C:19]2[S:20][CH2:14][C:15]3([CH2:13][CH2:12][CH2:17][CH2:16]3)[NH:18]2)=[C:4]([CH3:9])[C:3]=1[CH3:10]. Given the reactants [I:1][C:2]1[CH:8]=[CH:7][C:5]([NH2:6])=[C:4]([CH3:9])[C:3]=1[CH3:10].I[C:12]1[CH:17]=[CH:16][C:15]([N:18]=[C:19]=[S:20])=[C:14](C)[C:13]=1C.[OH:23]CCN.O=S(Cl)Cl, predict the reaction product. (6) Given the reactants C([N:3]([CH2:14][CH3:15])[C:4](=[O:13])[C:5]1[CH:10]=[CH:9][CH:8]=[C:7]([CH3:11])[C:6]=1[CH3:12])C.[N:16]1([CH2:21][CH2:22]CC#N)[CH2:20][CH2:19][CH2:18][CH2:17]1, predict the reaction product. The product is: [CH3:11][C:7]1[CH:8]=[CH:9][CH:10]=[C:5]2[C:6]=1[CH2:12][C:14](=[CH:15][CH2:22][CH2:21][N:16]1[CH2:20][CH2:19][CH2:18][CH2:17]1)[NH:3][C:4]2=[O:13]. (7) Given the reactants Cl[C:2]1[N:7]=[CH:6][N:5]=[C:4]([O:8][C:9]2[CH:14]=[CH:13][CH:12]=[CH:11][C:10]=2/[C:15](=[CH:20]\[O:21][CH3:22])/[C:16]([O:18][CH3:19])=[O:17])[CH:3]=1.[OH:23][C:24]1[CH:31]=[CH:30][CH:29]=[CH:28][C:25]=1[C:26]#[N:27].C(=O)([O-])[O-].[K+].[K+].CN1CCCCC1, predict the reaction product. The product is: [CH3:22][O:21]/[CH:20]=[C:15](/[C:16]([O:18][CH3:19])=[O:17])\[C:10]1[C:9]([O:8][C:4]2[CH:3]=[C:2]([O:23][C:24]3[C:25]([C:26]#[N:27])=[CH:28][CH:29]=[CH:30][CH:31]=3)[N:7]=[CH:6][N:5]=2)=[CH:14][CH:13]=[CH:12][CH:11]=1. (8) Given the reactants [CH2:1]([N:8]1[CH2:14][CH:13]2[CH:15]([NH:16][CH3:17])[CH:10]([CH2:11][CH2:12]2)[CH2:9]1)[C:2]1[CH:7]=[CH:6][CH:5]=[CH:4][CH:3]=1.C[Al](C)C.[O:22]1[CH2:24][CH:23]1[CH2:25][O:26][C:27]1[CH:34]=[CH:33][C:30]([C:31]#[N:32])=[CH:29][CH:28]=1, predict the reaction product. The product is: [CH2:1]([N:8]1[CH2:14][CH:13]2[CH:15]([N:16]([CH3:17])[CH2:24][CH:23]([OH:22])[CH2:25][O:26][C:27]3[CH:34]=[CH:33][C:30]([C:31]#[N:32])=[CH:29][CH:28]=3)[CH:10]([CH2:11][CH2:12]2)[CH2:9]1)[C:2]1[CH:3]=[CH:4][CH:5]=[CH:6][CH:7]=1.